Dataset: Catalyst prediction with 721,799 reactions and 888 catalyst types from USPTO. Task: Predict which catalyst facilitates the given reaction. (1) The catalyst class is: 305. Product: [N:7]1[CH:12]=[CH:11][CH:10]=[CH:9][C:8]=1[N:13]([C:22]1[CH:27]=[CH:26][CH:25]=[CH:24][N:23]=1)[CH2:14][CH2:15][OH:16]. Reactant: [H-].[Al+3].[Li+].[H-].[H-].[H-].[N:7]1[CH:12]=[CH:11][CH:10]=[CH:9][C:8]=1[N:13]([C:22]1[CH:27]=[CH:26][CH:25]=[CH:24][N:23]=1)[CH2:14][C:15](OC(C)(C)C)=[O:16]. (2) Reactant: [F:1][C:2]1[CH:3]=[C:4]([C:13]2[N:18]=[C:17]([N:19]3[CH2:23][CH2:22][CH2:21][CH:20]3[C:24]3[CH:29]=[CH:28][CH:27]=[CH:26][CH:25]=3)[C:16]([C:30](O)=[O:31])=[CH:15][CH:14]=2)[CH:5]=[C:6]([O:8][CH2:9][CH:10]([CH3:12])[CH3:11])[CH:7]=1.Cl[S:34]([N:37]=C=O)(=[O:36])=[O:35].[NH:40]1[CH2:44][CH2:43][C@@H:42]([NH:45]C(=O)OC(C)(C)C)[CH2:41]1.C(N(CC)CC)C.Cl. Product: [NH2:45][C@@H:42]1[CH2:43][CH2:44][N:40]([S:34]([NH:37][C:30]([C:16]2[C:17]([N:19]3[CH2:23][CH2:22][CH2:21][CH:20]3[C:24]3[CH:29]=[CH:28][CH:27]=[CH:26][CH:25]=3)=[N:18][C:13]([C:4]3[CH:5]=[C:6]([O:8][CH2:9][CH:10]([CH3:11])[CH3:12])[CH:7]=[C:2]([F:1])[CH:3]=3)=[CH:14][CH:15]=2)=[O:31])(=[O:36])=[O:35])[CH2:41]1. The catalyst class is: 4. (3) The catalyst class is: 168. Product: [N:12]1([C:6]2[CH:5]=[C:4]3[C:9]([CH2:10][NH:11][C:2](=[O:1])[NH:3]3)=[CH:8][CH:7]=2)[CH2:17][CH2:16][NH:15][CH2:14][CH2:13]1. Reactant: [O:1]=[C:2]1[NH:11][CH2:10][C:9]2[C:4](=[CH:5][C:6]([N:12]3[CH2:17][CH2:16][N:15](C(OC(C)(C)C)=O)[CH2:14][CH2:13]3)=[CH:7][CH:8]=2)[NH:3]1.C(O)(C(F)(F)F)=O. (4) Product: [F:15][CH:14]([F:16])[O:13][C:6]1[CH:5]=[C:4]([CH:9]=[C:8]([N+:10]([O-:12])=[O:11])[CH:7]=1)[C:3]([OH:17])=[O:2]. The catalyst class is: 20. Reactant: C[O:2][C:3](=[O:17])[C:4]1[CH:9]=[C:8]([N+:10]([O-:12])=[O:11])[CH:7]=[C:6]([O:13][CH:14]([F:16])[F:15])[CH:5]=1.O[Li].O. (5) Reactant: [Li]CCCC.[CH3:6][O:7][C:8]1[CH:12]=[CH:11][S:10][CH:9]=1.Cl[Si:14]([CH3:17])([CH3:16])[CH3:15]. Product: [CH3:15][Si:14]([CH3:17])([CH3:16])[C:9]1[S:10][CH:11]=[CH:12][C:8]=1[O:7][CH3:6]. The catalyst class is: 28. (6) Reactant: C(OC(=O)C([C:10]1[CH:15]=[CH:14][C:13]([O:16][CH2:17][CH:18]2[CH2:20][CH2:19]2)=[C:12]([C:21]2[CH:26]=[CH:25][N:24]=[CH:23][CH:22]=2)[CH:11]=1)CC(C)C)C.[OH2:28].[OH-:29].[Li+]. Product: [CH:18]1([CH2:17][O:16][C:13]2[C:12]([C:21]3[CH:26]=[CH:25][N:24]=[CH:23][CH:22]=3)=[CH:11][CH:10]=[CH:15][C:14]=2[C:12]([CH3:21])([CH3:13])[CH2:11][CH2:10][C:15]([OH:29])=[O:28])[CH2:20][CH2:19]1. The catalyst class is: 200. (7) Reactant: [Cl:1][C:2]1[CH:3]=[C:4]([CH:27]=[CH:28][C:29]=1[Cl:30])[CH2:5][C:6]1[N:7]=[C:8]([N:21]2[CH2:26][CH2:25][O:24][CH2:23][CH2:22]2)[S:9][C:10]=1[C:11]([NH:13][O:14]C1CCCCO1)=[O:12].FC(F)(F)C(O)=O. Product: [Cl:1][C:2]1[CH:3]=[C:4]([CH:27]=[CH:28][C:29]=1[Cl:30])[CH2:5][C:6]1[N:7]=[C:8]([N:21]2[CH2:22][CH2:23][O:24][CH2:25][CH2:26]2)[S:9][C:10]=1[C:11]([NH:13][OH:14])=[O:12]. The catalyst class is: 2.